Dataset: HIV replication inhibition screening data with 41,000+ compounds from the AIDS Antiviral Screen. Task: Binary Classification. Given a drug SMILES string, predict its activity (active/inactive) in a high-throughput screening assay against a specified biological target. (1) The molecule is c1ccc2[nH]c(CSc3nc4ccccc4s3)nc2c1. The result is 0 (inactive). (2) The compound is CC(=O)c1ccc2c(c1)CC1(C2)Cc2ccc3c(c2C1=O)CCC3. The result is 0 (inactive). (3) The molecule is CCOC(=O)c1ccc(-c2cccs2)n1C. The result is 0 (inactive). (4) The molecule is Nc1c(O)nc(O)nc1C(=O)OCc1ccccc1. The result is 0 (inactive). (5) The compound is c1ccc(-c2cn3nc4ccccc4c3nn2)cc1. The result is 0 (inactive). (6) The result is 0 (inactive). The molecule is OC1c2cccn2-c2cc(Cl)ccc2SC1c1ccccc1. (7) The molecule is O=C(c1ccc(Cl)cc1)N(C(=S)OCc1ccccn1)c1ccccc1. The result is 0 (inactive).